Dataset: HIV replication inhibition screening data with 41,000+ compounds from the AIDS Antiviral Screen. Task: Binary Classification. Given a drug SMILES string, predict its activity (active/inactive) in a high-throughput screening assay against a specified biological target. (1) The drug is CC[n+]1c(-c2cnccn2)n(C)[nH]c1=S. The result is 0 (inactive). (2) The compound is CC12CCCCC1C(=O)C2(Cl)Cl. The result is 0 (inactive). (3) The molecule is Sc1nnc(Cc2ccccc2)c(S)n1. The result is 0 (inactive). (4) The drug is NC(=S)NNc1c([N+](=O)[O-])cnn(-c2ccccc2)c1=O. The result is 0 (inactive). (5) The molecule is CN(C)c1ccc(N=Nc2cccc3ncccc23)cc1. The result is 0 (inactive). (6) The compound is CC(Cc1ccccc1)N(C)Cc1nc(C2CCC([N+](=O)[O-])O2)no1. The result is 0 (inactive). (7) The compound is Cc1cc2c(cc1C)[n+](=O)[c-](C#N)c(NCCCN(C)C)[n+]2[O-].Cl. The result is 0 (inactive). (8) The compound is COC(=O)CSc1nnc(CSc2ccc(Cl)cc2)n1-c1ccccc1. The result is 0 (inactive). (9) The compound is CCN(C(=S)NC(C(=O)NC(C)C(=O)OC)C(C)C)c1ccccc1. The result is 0 (inactive). (10) The molecule is CNS(=O)(=O)NN(C)S(=O)(=O)c1ccccc1. The result is 0 (inactive).